The task is: Predict the reaction yield, written as a fraction of the theoretical maximum amount of product (1.0 means a 100% yield; for example, 0.34 means a 34% yield).. This data is from Reaction yield outcomes from USPTO patents with 853,638 reactions. (1) The reactants are [C:1]([C:4]1[CH:9]=[CH:8][C:7]([NH:10]C(=O)C)=[C:6]([CH2:14][CH2:15][CH3:16])[C:5]=1[OH:17])(=[O:3])[CH3:2].Cl. The catalyst is C(O)C. The product is [NH2:10][C:7]1[CH:8]=[CH:9][C:4]([C:1](=[O:3])[CH3:2])=[C:5]([OH:17])[C:6]=1[CH2:14][CH2:15][CH3:16]. The yield is 0.990. (2) The reactants are [C:1]([C:5]1[CH:9]=[C:8]([NH:10][C:11]([NH:13][C:14]2[CH:19]=[C:18]([OH:20])[CH:17]=[CH:16][C:15]=2[F:21])=[O:12])[N:7]([C:22]2[CH:27]=[CH:26][CH:25]=[CH:24][CH:23]=2)[N:6]=1)([CH3:4])([CH3:3])[CH3:2].Cl[C:29]1[C:38]2[C:33](=[CH:34][C:35]([O:41][CH3:42])=[C:36]([O:39][CH3:40])[CH:37]=2)[N:32]=[CH:31][N:30]=1.C(=O)([O-])[O-].[K+].[K+].O. The catalyst is CN(C=O)C. The product is [C:1]([C:5]1[CH:9]=[C:8]([NH:10][C:11]([NH:13][C:14]2[CH:19]=[C:18]([O:20][C:29]3[C:38]4[C:33](=[CH:34][C:35]([O:41][CH3:42])=[C:36]([O:39][CH3:40])[CH:37]=4)[N:32]=[CH:31][N:30]=3)[CH:17]=[CH:16][C:15]=2[F:21])=[O:12])[N:7]([C:22]2[CH:27]=[CH:26][CH:25]=[CH:24][CH:23]=2)[N:6]=1)([CH3:4])([CH3:2])[CH3:3]. The yield is 0.0600. (3) The yield is 0.490. The catalyst is CC([O-])=O.CC([O-])=O.[Pd+2].CN(C=O)C. The product is [C:24]1(=[C:8]([C:5]2[CH:4]=[CH:3][C:2]([OH:1])=[CH:7][CH:6]=2)[C:9]2[CH:14]=[CH:13][C:12](/[CH:15]=[CH:16]/[C:17]([O:19][C:20]([CH3:21])([CH3:23])[CH3:22])=[O:18])=[CH:11][CH:10]=2)[CH2:29][CH2:28][CH2:36][CH2:31][CH2:32][CH2:26][CH2:25]1. The reactants are [OH:1][C:2]1[CH:7]=[CH:6][C:5]([C:8](=[C:24]2[CH2:29][CH2:28]O[CH2:26][CH2:25]2)[C:9]2[CH:14]=[CH:13][C:12](/[CH:15]=[CH:16]/[C:17]([O:19][C:20]([CH3:23])([CH3:22])[CH3:21])=[O:18])=[CH:11][CH:10]=2)=[CH:4][CH:3]=1.Br[C:31]1[CH:36]=CC(C(=C2CCCCCC2)C2C=CC(O)=CC=2)=C[CH:32]=1.C(OC(C)(C)C)(=O)C=C.CC1C=CC=CC=1P(C1C=CC=CC=1C)C1C=CC=CC=1C.CCN(CC)CC. (4) The reactants are CC(C)(OC(=O)[NH:6][CH2:7][CH2:8][O:9][CH2:10][CH2:11][O:12][CH2:13][CH2:14][O:15][CH2:16][CH2:17][O:18][CH2:19][CH2:20][O:21][CH2:22][CH2:23][O:24][CH2:25][CH2:26][O:27][CH2:28][CH2:29][O:30][CH2:31][CH2:32][O:33][CH2:34][CH2:35][O:36][CH2:37][CH2:38][O:39][CH2:40][CH2:41][NH:42][C:43]([C:45]([CH2:62][CH2:63][CH2:64][CH2:65][CH2:66][CH2:67][CH2:68][CH2:69][CH2:70][CH2:71][CH3:72])([CH2:49][CH2:50][CH2:51][CH2:52][CH2:53][CH2:54][CH2:55][CH2:56][CH2:57][CH2:58][C:59]([OH:61])=[O:60])[C:46]([OH:48])=[O:47])=[O:44])C.FC(F)(F)C(O)=O.O.C(#N)C. The catalyst is C(Cl)Cl. The product is [NH2:6][CH2:7][CH2:8][O:9][CH2:10][CH2:11][O:12][CH2:13][CH2:14][O:15][CH2:16][CH2:17][O:18][CH2:19][CH2:20][O:21][CH2:22][CH2:23][O:24][CH2:25][CH2:26][O:27][CH2:28][CH2:29][O:30][CH2:31][CH2:32][O:33][CH2:34][CH2:35][O:36][CH2:37][CH2:38][O:39][CH2:40][CH2:41][NH:42][C:43]([C:45]([CH2:62][CH2:63][CH2:64][CH2:65][CH2:66][CH2:67][CH2:68][CH2:69][CH2:70][CH2:71][CH3:72])([CH2:49][CH2:50][CH2:51][CH2:52][CH2:53][CH2:54][CH2:55][CH2:56][CH2:57][CH2:58][C:59]([OH:61])=[O:60])[C:46]([OH:48])=[O:47])=[O:44]. The yield is 0.550.